From a dataset of Reaction yield outcomes from USPTO patents with 853,638 reactions. Predict the reaction yield, written as a fraction of the theoretical maximum amount of product (1.0 means a 100% yield; for example, 0.34 means a 34% yield). (1) The reactants are [CH3:1][C:2]1[C:10]2[O:9][C:8](=[O:11])[NH:7][C:6]=2[CH:5]=[CH:4][CH:3]=1.Cl[S:13]([OH:16])(=[O:15])=[O:14]. No catalyst specified. The product is [CH3:1][C:2]1[C:10]2[O:9][C:8](=[O:11])[NH:7][C:6]=2[CH:5]=[CH:4][C:3]=1[S:13]([OH:16])(=[O:15])=[O:14]. The yield is 0.600. (2) The reactants are [C:1]1([C:21]2[CH:26]=[CH:25][CH:24]=[CH:23][CH:22]=2)[CH:6]=[CH:5][C:4]([C:7]([N:9]2[CH2:13][C:12](=[N:14][O:15][CH3:16])[CH2:11][C@H:10]2[C:17](=[N:19][OH:20])[NH2:18])=[O:8])=[CH:3][CH:2]=1.[C:27]([O:31][C:32]([N:34]1[CH2:39][CH2:38][CH2:37][C@@H:36]([C:40](O)=O)[CH2:35]1)=[O:33])([CH3:30])([CH3:29])[CH3:28]. No catalyst specified. The product is [C:1]1([C:21]2[CH:26]=[CH:25][CH:24]=[CH:23][CH:22]=2)[CH:2]=[CH:3][C:4]([C:7]([N:9]2[CH2:13][C:12](=[N:14][O:15][CH3:16])[CH2:11][C@H:10]2[C:17]2[N:18]=[C:40]([C@@H:36]3[CH2:37][CH2:38][CH2:39][N:34]([C:32]([O:31][C:27]([CH3:28])([CH3:30])[CH3:29])=[O:33])[CH2:35]3)[O:20][N:19]=2)=[O:8])=[CH:5][CH:6]=1. The yield is 0.850.